Dataset: Full USPTO retrosynthesis dataset with 1.9M reactions from patents (1976-2016). Task: Predict the reactants needed to synthesize the given product. (1) Given the product [C@H:1]([NH:5][C:6]1[C:7]([C:20]([NH2:21])=[O:25])=[CH:8][C:9]([C:16]([F:19])([F:18])[F:17])=[C:10]([CH:15]=1)[C:11]([O:13][CH3:14])=[O:12])([CH2:3][CH3:4])[CH3:2], predict the reactants needed to synthesize it. The reactants are: [C@H:1]([NH:5][C:6]1[C:7]([C:20]#[N:21])=[CH:8][C:9]([C:16]([F:19])([F:18])[F:17])=[C:10]([CH:15]=1)[C:11]([O:13][CH3:14])=[O:12])([CH2:3][CH3:4])[CH3:2].OO.C(=O)([O-])[O-:25].[K+].[K+]. (2) Given the product [OH:22][C:23]1[CH:31]=[CH:30][C:26]([C:27]([NH:13][CH2:12][CH2:11][CH2:10][N:9]([CH2:8][C:3]2[C:2]([CH3:1])=[CH:7][CH:6]=[CH:5][N:4]=2)[CH:14]([C:16]2[CH:21]=[CH:20][CH:19]=[CH:18][N:17]=2)[CH3:15])=[O:28])=[CH:25][N:24]=1, predict the reactants needed to synthesize it. The reactants are: [CH3:1][C:2]1[C:3]([CH2:8][N:9]([CH:14]([C:16]2[CH:21]=[CH:20][CH:19]=[CH:18][N:17]=2)[CH3:15])[CH2:10][CH2:11][CH2:12][NH2:13])=[N:4][CH:5]=[CH:6][CH:7]=1.[OH:22][C:23]1[CH:31]=[CH:30][C:26]([C:27](O)=[O:28])=[CH:25][N:24]=1.CCN=C=NCCCN(C)C.C1C=CC2N(O)N=NC=2C=1.CCN(C(C)C)C(C)C. (3) Given the product [Cl:1][C:2]1[CH:3]=[C:4]([CH:5]=[CH:6][C:7]=1[F:8])[O:9][CH2:26][C:23]([OH:24])([CH3:25])[C:21]([NH:20][C:12]1[CH:13]=[CH:14][CH:15]=[C:16]([N+:17]([O-:19])=[O:18])[C:11]=1[CH3:10])=[O:22], predict the reactants needed to synthesize it. The reactants are: [Cl:1][C:2]1[CH:3]=[C:4]([OH:9])[CH:5]=[CH:6][C:7]=1[F:8].[CH3:10][C:11]1[C:16]([N+:17]([O-:19])=[O:18])=[CH:15][CH:14]=[CH:13][C:12]=1[NH:20][C:21]([C:23]1([CH3:26])[CH2:25][O:24]1)=[O:22]. (4) Given the product [CH:1]1([C:4]2[CH:5]=[CH:6][C:7]([CH:8]=[O:9])=[CH:10][CH:11]=2)[CH2:3][CH2:2][CH2:13]1, predict the reactants needed to synthesize it. The reactants are: [CH:1]1([C:4]2[CH:11]=[CH:10][C:7]([CH:8]=[O:9])=[CH:6][CH:5]=2)[CH2:3][CH2:2]1.Br[C:13]1C=CC(C2CCC2)=CC=1.[Li]CCCC.CCCCCC.CN(C=O)C. (5) Given the product [Cl:27][C:1]([C:4]1[C:12]2[C:7](=[CH:8][C:9]([O:13][CH3:14])=[CH:10][CH:11]=2)[N:6]([C:15]2[C:24]3[C:19](=[CH:20][CH:21]=[CH:22][CH:23]=3)[N:18]=[CH:17][CH:16]=2)[CH:5]=1)=[O:2], predict the reactants needed to synthesize it. The reactants are: [C:1]([C:4]1[C:12]2[C:7](=[CH:8][C:9]([O:13][CH3:14])=[CH:10][CH:11]=2)[N:6]([C:15]2[C:24]3[C:19](=[CH:20][CH:21]=[CH:22][CH:23]=3)[N:18]=[CH:17][CH:16]=2)[CH:5]=1)(O)=[O:2].S(Cl)([Cl:27])=O. (6) Given the product [Cl:19][C:14]1[CH:15]=[CH:16][CH:17]=[CH:18][C:13]=1[CH:11]1[CH2:12][N:6]([CH2:5][C:4]([OH:30])=[O:3])[C:7](=[O:29])[CH:8]([CH2:25][CH:26]([CH3:28])[CH3:27])[C:9]2[CH:23]=[CH:22][C:21]([CH3:24])=[CH:20][C:10]1=2, predict the reactants needed to synthesize it. The reactants are: C([O:3][C:4](=[O:30])[CH2:5][N:6]1[CH2:12][CH:11]([C:13]2[CH:18]=[CH:17][CH:16]=[CH:15][C:14]=2[Cl:19])[C:10]2[CH:20]=[C:21]([CH3:24])[CH:22]=[CH:23][C:9]=2[CH:8]([CH2:25][CH:26]([CH3:28])[CH3:27])[C:7]1=[O:29])C.[OH-].[Na+].Cl. (7) Given the product [CH2:39]([O:41][C:42](=[O:79])[CH2:43][O:44][C:45]1[CH:50]=[CH:49][C:48]([S:51][C:52]2[CH:57]=[C:56]([C:32]#[C:31][CH2:30][N:33]3[CH2:38][CH2:37][O:36][CH2:35][CH2:34]3)[CH:55]=[C:54]([O:68][CH2:69][CH2:70][CH:71]3[CH2:72][CH2:73][CH2:74][CH2:75][CH2:76]3)[CH:53]=2)=[CH:47][C:46]=1[CH3:78])[CH3:40], predict the reactants needed to synthesize it. The reactants are: C(OC(=O)COC1C=CC(SC2C=C(OCC3CCCC3)C=C(Br)C=2)=CC=1C)C.[CH2:30]([N:33]1[CH2:38][CH2:37][O:36][CH2:35][CH2:34]1)[C:31]#[CH:32].[CH2:39]([O:41][C:42](=[O:79])[CH2:43][O:44][C:45]1[CH:50]=[CH:49][C:48]([S:51][C:52]2[CH:57]=[C:56](C#CC3C=CC(CO)=CC=3)[CH:55]=[C:54]([O:68][CH2:69][CH2:70][C:71]3[CH:76]=[CH:75][C:74](Cl)=[CH:73][CH:72]=3)[CH:53]=2)=[CH:47][C:46]=1[CH3:78])[CH3:40]. (8) Given the product [CH2:1]([N:8]1[C@H:13]([C:14]2[CH:15]=[CH:16][CH:17]=[CH:18][CH:19]=2)[CH2:12][O:11][C@H:10]([CH2:20][O:21][CH3:26])[CH2:9]1)[C:2]1[CH:3]=[CH:4][CH:5]=[CH:6][CH:7]=1, predict the reactants needed to synthesize it. The reactants are: [CH2:1]([N:8]1[C@H:13]([C:14]2[CH:19]=[CH:18][CH:17]=[CH:16][CH:15]=2)[CH2:12][O:11][C@H:10]([CH2:20][OH:21])[CH2:9]1)[C:2]1[CH:7]=[CH:6][CH:5]=[CH:4][CH:3]=1.[H-].[Na+].CI.[C:26](OCC)(=O)C. (9) Given the product [Cl:1][C:2]1[CH:3]=[C:4]2[C:9](=[CH:10][CH:11]=1)[NH:8][CH:7]([C:12]1[CH:17]=[CH:16][CH:15]=[C:14]([N+:18]([O-:20])=[O:19])[CH:13]=1)[C:6]([CH3:22])([CH3:21])[CH2:5]2, predict the reactants needed to synthesize it. The reactants are: [Cl:1][C:2]1[CH:3]=[C:4]2[C:9](=[CH:10][CH:11]=1)[NH:8][CH:7]([C:12]1[CH:17]=[CH:16][CH:15]=[C:14]([N+:18]([O-:20])=[O:19])[CH:13]=1)[C:6]([CH3:22])([CH3:21])[CH:5]2O.FC(F)(F)C(O)=O.